This data is from Human Reference Interactome with 51,813 positive PPI pairs across 8,248 proteins, plus equal number of experimentally-validated negative pairs. The task is: Binary Classification. Given two protein amino acid sequences, predict whether they physically interact or not. (1) Protein 1 (ENSG00000103034) has sequence MAGLQELRFPEEKPLLRGQDATELESSDAFLLAADTDWKEHDIETPYGLLHVVIRGSPKGNRPAILTYHDVGLNHKLCFNTFFNFEDMQEITKHFVVCHVDAPGQQVGASQFPQGYQFPSMEQLAAMLPSVVQHFGFKYVIGIGVGAGAYVLAKFALIFPDLVEGLVLVNIDPNGKGWIDWAATKLSGLTSTLPDTVLSHLFSQEELVNNTELVQSYRQQIGNVVNQANLQLFWNMYNSRRDLDINRPGTVPNAKTLRCPVMLVVGDNAPAEDGVVECNSKLDPTTTTFLKMADSGGLPQ.... Protein 2 (ENSG00000243279) has sequence MSEVRLPPLRALDDFVLGSARLAAPDPCDPQRWCHRVINNLLYYQTNYLLCFGIGLALAGYVRPLHTLLSALVVAVALGVLVWAAETRAAVRRCRRSHPAACLAAVLAVGLLVLWVAGGACTFLFSIAGPVLRESPLPRDSQESSQSMLKAPGQPCRSPG*MSEVRLPPLRALDDFVLGSARLAAPDPCDPQRWCHRVINNLLYYQTNYLLCFGIGLALAGYVRPLHTLLSALVVAVALGVLVWAAETRAAVRRCRRSHPAACLAAVLAVGLLVLWVAGGACTFLFSIAGPVLLILVHAS.... Result: 1 (the proteins interact). (2) Protein 1 (ENSG00000149084) has sequence MESALPAAGFLYWVGAGTVAYLALRISYSLFTALRVWGVGNEAGVGPGLGEWAVVTGSTDGIGKSYAEELAKHGMKVVLISRSKDKLDQVSSEIKEKFKVETRTIAVDFASEDIYDKIKTGLAGLEIGILVNNVGMSYEYPEYFLDVPDLDNVIKKMININILSVCKMTQLVLPGMVERSKGAILNISSGSGMLPVPLLTIYSATKTFVDFFSQCLHEEYRSKGVFVQSVLPYFVATKLAKIRKPTLDKPSPETFVKSAIKTVGLQSRTNGYLIHALMGSIISNLPSWIYLKIVMNMNKS.... Protein 2 (ENSG00000174928) has sequence MAGQPAATGSPSADKDGMEPNVVARISQWADDHLRLVRNISTGMAIAGIMLLLRSIRLTSKFTSSSDIPVEFIRRNVKLRGRLRRITENGLEIEHIPITLPIIASLRKEPRGALLVKLAGVELAETGKAWLQKELKPSQLLWFQLLGKENSALFCYLLVSKGGYFSVNLNEEILRRGLGKTVLVKGLKYDSKIYWTVHRNLLKAELTALKKGEGIWKEDSEKESYLEKFKDSWREIWKKDSFLKTTGSDFSLKKESYYEKLKRTYEIWKDNMNNCSLILKFRELISRINFRRKG*MAGQP.... Result: 0 (the proteins do not interact). (3) Protein 1 (ENSG00000110108) has sequence MAASSISSPWGKHVFKAILMVLVALILLHSALAQSRRDFAPPGQQKREAPVDVLTQIGRSVRGTLDAWIGPETMHLVSESSSQVLWAISSAISVAFFALSGIAAQLLNALGLAGDYLAQGLKLSPGQVQTFLLWGAGALVVYWLLSLLLGLVLALLGRILWGLKLVIFLAGFVALMRSVPDPSTRALLLLALLILYALLSRLTGSRASGAQLEAKVRGLERQVEELRWRQRRAAKGARSVEEE*. Protein 2 (ENSG00000122033) has sequence MAALFLKRLTLQTVKSENSCIRCFGKHILQKTAPAQLSPIASAPRLSFLIHAKAFSTAEDTQNEGKKTKKNKTAFSNVGRKISQRVIHLFDEKGNDLGNMHRANVIRLMDERDLRLVQRNTSTEPAEYQLMTGLQILQERQRLREMEKANPKTGPTLRKELILSSNIGQHDLDTKTKQIQQWIKKKHLVQITIKKGKNVDVSENEMEEIFHQILQTMPGIATFSSRPQAVQGGKALMCVLRAFSKNEEKAYKETQETQERDTLNKDHGNDKESNVLHQ*. Result: 1 (the proteins interact). (4) Protein 1 (ENSG00000054938) has sequence MVPEVRVLSSLLGLALLWFPLDSHARARPDMFCLFHGKRYSPGESWHPYLEPQGLMYCLRCTCSEGAHVSCYRLHCPPVHCPQPVTEPQQCCPKCVEPHTPSGLRAPPKSCQHNGTMYQHGEIFSAHELFPSRLPNQCVLCSCTEGQIYCGLTTCPEPGCPAPLPLPDSCCQACKDEASEQSDEEDSVQSLHGVRHPQDPCSSDAGRKRGPGTPAPTGLSAPLSFIPRHFRPKGAGSTTVKIVLKEKHKKACVHGGKTYSHGEVWHPAFRAFGPLPCILCTCEDGRQDCQRVTCPTEYPC.... Protein 2 (ENSG00000153684) has sequence MEWKLEQSMREQALLKAQLTQLKESLKEVQLERDEYAEHLKGERARWQQRMRKMSQEVCSLKKEKKHDKYRVEKLERSLSKLKHQMAEPLPPEPPAVPSEVELQHLRKELERVAGELQAQVEYNQRISLLNEGQKERLREQEERLQEQQERLPEQEERLQQLAEPQNSFKELNNENKSVLQLEQQVKELQEKLGKERLEAASQQKQQLTAQLSLMALPGEGDGGGHLDSEGEEAPRPIPSIPQDLESREAMSGFMDHLEEKADLSELVEKEELGFFQYYRERCHQKVYHPITKPGGSAKD.... Result: 0 (the proteins do not interact). (5) Protein 1 (ENSG00000147381) has sequence MSSEQKSQHCKPEEGVEAQEEALGLVGAQAPTTEEQEAAVSSSSPLVPGTLEEVPAAESAGPPQSPQGASALPTTISFTCWRQPNEGSSSQEEEGPSTSPDAESLFREALSNKVDELAHFLLRKYRAKELVTKAEMLERVIKNYKRCFPVIFGKASESLKMIFGIDVKEVDPASNTYTLVTCLGLSYDGLLGNNQIFPKTGLLIIVLGTIAMEGDSASEEEIWEELGVMGVYDGREHTVYGEPRKLLTQDWVQENYLEYRQVPGSNPARYEFLWGPRALAETSYVKVLEHVVRVNARVRI.... Protein 2 (ENSG00000105559) has sequence MEGSRPRSSLSLASSASTISSLSSLSPKKPTRAVNKIHAFGKRGNALRRDPNLPVHIRGWLHKQDSSGLRLWKRRWFVLSGHCLFYYKDSREESVLGSVLLPSYNIRPDGPGAPRGRRFTFTAEHPGMRTYVLAADTLEDLRGWLRALGRASRAEGDDYGQPRSPARPQPGEGPGGPGGPPEVSRGEEGRISESPEVTRLSRGRGRPRLLTPSPTTDLHSGLQMRRARSPDLFTPLSRPPSPLSLPRPRSAPARRPPAPSGDTAPPARPHTPLSRIDVRPPLDWGPQRQTLSRPPTPRRG.... Result: 0 (the proteins do not interact). (6) Protein 1 (ENSG00000168621) has sequence MKLWDVVAVCLVLLHTASAFPLPAGKRPPEAPAEDRSLGRRRAPFALSSDSNMPEDYPDQFDDVMDFIQATIKRLKRSPDKQMAVLPRRERNRQAAAANPENSRGKGRRGQRGKNRGCVLTAIHLNVTDLGLGYETKEELIFRYCSGSCDAAETTYDKILKNLSRNRRLVSDKVGQACCRPIAFDDDLSFLDDNLVYHILRKHSAKRCGCI*MKLWDVVAVCLVLLHTASAFPLPAANMPEDYPDQFDDVMDFIQATIKRLKRSPDKQMAVLPRRERNRQAAAANPENSRGKGRRGQRGK.... Protein 2 (ENSG00000176402) has sequence MCGRFLRRLLAEESRRSTPVGRLLLPVLLGFRLVLLAASGPGVYGDEQSEFVCHTQQPGCKAACFDAFHPLSPLRFWVFQVILVAVPSALYMGFTLYHVIWHWELSGKGKEEETLIQGREGNTDVPGAGSLRLLWAYVAQLGARLVLEGAALGLQYHLYGFQMPSSFACRREPCLGSITCNLSRPSEKTIFLKTMFGVSGFCLLFTFLELVLLGLGRWWRTWKHKSSSSKYFLTSESTRRHKKATDSLPVVETKEQFQEAVPGRSLAQEKQRPVGPRDA*. Result: 0 (the proteins do not interact). (7) Protein 1 (ENSG00000080166) has sequence MSPLWWGFLLSCLGCKILPGAQGQFPRVCMTVDSLVNKECCPRLGAESANVCGSQQGRGQCTEVRADTRPWSGPYILRNQDDRELWPRKFFHRTCKCTGNFAGYNCGDCKFGWTGPNCERKKPPVIRQNIHSLSPQEREQFLGALDLAKKRVHPDYVITTQHWLGLLGPNGTQPQFANCSVYDFFVWLHYYSVRDTLLGPGRPYRAIDFSHQGPAFVTWHRYHLLCLERDLQRLIGNESFALPYWNFATGRNECDVCTDQLFGAARPDDPTLISRNSRFSSWETVCDSLDDYNHLVTLCN.... Protein 2 (ENSG00000116649) has sequence MEPGPDGPAASGPAAIREGWFRETCSLWPGQALSLQVEQLLHHRRSRYQDILVFRSKTYGNVLVLDGVIQCTERDEFSYQEMIANLPLCSHPNPRKVLIIGGGDGGVLREVVKHPSVESVVQCEIDEDVIQVSKKFLPGMAIGYSSSKLTLHVGDGFEFMKQNQDAFDVIITDSSDPMGPAESLFKESYYQLMKTALKEDGVLCCQGECQWLHLDLIKEMRQFCQSLFPVVAYAYCTIPTYPSGQIGFMLCSKNPSTNFQEPVQPLTQQQVAQMQLKYYNSDVHRAAFVLPEFARKALND.... Result: 0 (the proteins do not interact). (8) Protein 1 (ENSG00000158428) has sequence MSSKVYSTGSRAKDHQPSGPECLPLPEANAEAIDFLSSLHKEELQMLFFSETLAMVSDTGEPQGELTIEVQRGKYQEKLGMLTYCLFVHASSRGFLDKMLCGNSLLGYLSEKLELMEQHSQDFIKFLILPMERKMSLLKQDDQLAVTRSIKEGEEVKTGVTSFPWSSIKGFISEAANLVLLRVMAWRRMVPSNARFLTLDTEGKLCYLTYQNLGFQTIQVDHQQAEVFIVEQTVHAEEGIPMSCQYYLLSDGHLAKRIQVGSPGCCIITKMPILREEDEIEPRPVFEKKPLVWEEDMELY.... Protein 2 (ENSG00000143365) has sequence MDRAPQRQHRASRELLAAKKTHTSQIEVIPCKICGDKSSGIHYGVITCEGCKGFFRRSQRCNAAYSCTRQQNCPIDRTSRNRCQHCRLQKCLALGMSRDAVKFGRMSKKQRDSLHAEVQKQLQQRQQQQQEPVVKTPPAGAQGADTLTYTLGLPDGQLPLGSSPDLPEASACPPGLLKASGSGPSYSNNLAKAGLNGASCHLEYSPERGKAEGRESFYSTGSQLTPDRCGLRFEEHRHPGLGELGQGPDSYGSPSFRSTPEAPYASLTEIEHLVQSVCKSYRETCQLRLEDLLRQRSNIF.... Result: 0 (the proteins do not interact). (9) Protein 1 (ENSG00000176953) has sequence MAEPVGKRGRWSGGSGAGRGGRGGWGGRGRRPRAQRSPSRGTLDVVSVDLVTDSDEEILEVATARGAADEVEVEPPEPPGPVASRDNSNSDSEGEDRRPAGPPREPVRRRRRLVLDPGEAPLVPVYSGKVKSSLRLIPDDLSLLKLYPPGDEEEAELADSSGLYHEGSPSPGSPWKTKLRTKDKEEKKKTEFLDLDNSPLSPPSPRTKSRTHTRALKKLSEVNKRLQDLRSCLSPKPPQGQEQQGQEDEVVLVEGPTLPETPRLFPLKIRCRADLVRLPLRMSEPLQSVVDHMATHLGVS.... Protein 2 (ENSG00000110031) has sequence MEELDALLEELERSTLQDSDEYSNPAPLPLDQHSRKETNLDETSEILSIQDNTSPLPAQLVYTTNIQELNVYSEAQEPKESPPPSKTSAAAQLDELMAHLTEMQAKVAVRADAGKKHLPDKQDHKASLDSMLGGLEQELQDLGIATVPKGHCASCQKPIAGKVIHALGQSWHPEHFVCTHCKEEIGSSPFFERSGLAYCPNDYHQLFSPRCAYCAAPILDKVLTAMNQTWHPEHFFCSHCGEVFGAEGFHEKDKKPYCRKDFLAMFSPKCGGCNRPVLENYLSAMDTVWHPECFVCGDCF.... Result: 0 (the proteins do not interact).